From a dataset of Full USPTO retrosynthesis dataset with 1.9M reactions from patents (1976-2016). Predict the reactants needed to synthesize the given product. (1) Given the product [CH2:1]([O:8][C:9]1[N:10]=[N:11][C:12]([CH2:64][C:63]2[CH:66]=[CH:67][C:60]([F:59])=[CH:61][CH:62]=2)=[CH:13][C:14]=1[O:15][CH2:16][C:17]1[CH:22]=[CH:21][CH:20]=[CH:19][CH:18]=1)[C:2]1[CH:7]=[CH:6][CH:5]=[CH:4][CH:3]=1, predict the reactants needed to synthesize it. The reactants are: [CH2:1]([O:8][C:9]1[N:10]=[N:11][C:12](Cl)=[CH:13][C:14]=1[O:15][CH2:16][C:17]1[CH:22]=[CH:21][CH:20]=[CH:19][CH:18]=1)[C:2]1[CH:7]=[CH:6][CH:5]=[CH:4][CH:3]=1.C1(P(C2CCCCC2)C2C=CC=CC=2C2C(C(C)C)=CC(C(C)C)=CC=2C(C)C)CCCCC1.[Br-].[F:59][C:60]1[CH:67]=[CH:66][C:63]([CH2:64][Zn+])=[CH:62][CH:61]=1. (2) Given the product [F:13][C:14]1[N:19]=[CH:18][C:17]([C:20]([N:3]([O:4][CH3:5])[CH3:2])=[O:21])=[CH:16][CH:15]=1, predict the reactants needed to synthesize it. The reactants are: Cl.[CH3:2][NH:3][O:4][CH3:5].C(N(CC)CC)C.[F:13][C:14]1[N:19]=[CH:18][C:17]([C:20](Cl)=[O:21])=[CH:16][CH:15]=1.O. (3) Given the product [Br:14][C:8]1[N:7]([CH2:6][C:5]([OH:15])=[O:4])[C:11]([Br:12])=[C:10]([Br:13])[N:9]=1, predict the reactants needed to synthesize it. The reactants are: [OH-].[Na+].C[O:4][C:5](=[O:15])[CH2:6][N:7]1[C:11]([Br:12])=[C:10]([Br:13])[N:9]=[C:8]1[Br:14]. (4) Given the product [Cl:42][C:38]1[CH:37]=[C:36]([C@H:30]2[N:29]3[C@@H:33]([CH2:34][CH2:35]/[C:27](=[CH:8]\[C:7]4[CH:10]=[CH:11][C:12]([N:13]5[CH:17]=[C:16]([CH3:18])[N:15]=[CH:14]5)=[C:5]([O:4][CH3:3])[CH:6]=4)/[C:28]3=[O:43])[CH2:32][CH2:31]2)[CH:41]=[CH:40][CH:39]=1, predict the reactants needed to synthesize it. The reactants are: [OH-].[Li+].[CH3:3][O:4][C:5]1[CH:6]=[C:7]([CH:10]=[CH:11][C:12]=1[N:13]1[CH:17]=[C:16]([CH3:18])[N:15]=[CH:14]1)[CH:8]=O.C(OP([CH:27]1[CH2:35][CH2:34][C@@H:33]2[N:29]([C@H:30]([C:36]3[CH:41]=[CH:40][CH:39]=[C:38]([Cl:42])[CH:37]=3)[CH2:31][CH2:32]2)[C:28]1=[O:43])(=O)OCC)C.C(O)C.